From a dataset of Forward reaction prediction with 1.9M reactions from USPTO patents (1976-2016). Predict the product of the given reaction. (1) Given the reactants [F:1][C:2]1[CH:10]=[CH:9][C:8]2[N:7]([CH2:11][C:12]3[CH:21]=[CH:20][C:15]([C:16]([O:18][CH3:19])=[O:17])=[CH:14][CH:13]=3)[C:6]3[CH2:22][CH2:23][N:24]([CH2:27][CH2:28]O)[C:25](=[O:26])[C:5]=3[C:4]=2[CH:3]=1.CCN(C(C)C)C(C)C.CS(Cl)(=O)=O.[CH3:44][O:45][CH2:46][C@@H:47]1[CH2:51][CH2:50][CH2:49][NH:48]1, predict the reaction product. The product is: [CH3:19][O:18][C:16](=[O:17])[C:15]1[CH:20]=[CH:21][C:12]([CH2:11][N:7]2[C:8]3[CH:9]=[CH:10][C:2]([F:1])=[CH:3][C:4]=3[C:5]3[C:25](=[O:26])[N:24]([CH2:27][CH2:28][N:48]4[CH2:49][CH2:50][CH2:51][C@H:47]4[CH2:46][O:45][CH3:44])[CH2:23][CH2:22][C:6]2=3)=[CH:13][CH:14]=1. (2) The product is: [CH2:1]([C:3]1[C:8](=[O:9])[N:7]2[N:10]=[C:11]([CH3:15])[C:12]([C:13]#[N:14])=[C:6]2[NH:5][C:4]=1[CH2:16][OH:17])[CH3:2]. Given the reactants [CH2:1]([C:3]1[C:8](=[O:9])[N:7]2[N:10]=[C:11]([CH3:15])[C:12]([C:13]#[N:14])=[C:6]2[NH:5][C:4]=1[CH2:16][O:17]C)[CH3:2].B(Cl)(Cl)Cl, predict the reaction product. (3) Given the reactants [NH2:1][C:2]1[CH:10]=[CH:9][C:8]([N+:11]([O-])=O)=[CH:7][C:3]=1[C:4]([OH:6])=O.[CH3:14][NH2:15].[N:16]1([CH2:22][CH2:23][CH2:24][O:25][C:26]2[CH:33]=[CH:32][C:29]([CH:30]=O)=[CH:28][CH:27]=2)[CH2:21][CH2:20][CH2:19][CH2:18][CH2:17]1.[F:34][C:35]([F:46])([F:45])[C:36](O[C:36](=[O:37])[C:35]([F:46])([F:45])[F:34])=[O:37], predict the reaction product. The product is: [CH3:14][N:15]1[C:4](=[O:6])[C:3]2[C:2](=[CH:10][CH:9]=[C:8]([NH:11][C:36]([C:35]([F:46])([F:45])[F:34])=[O:37])[CH:7]=2)[N:1]=[C:30]1[C:29]1[CH:32]=[CH:33][C:26]([O:25][CH2:24][CH2:23][CH2:22][N:16]2[CH2:21][CH2:20][CH2:19][CH2:18][CH2:17]2)=[CH:27][CH:28]=1. (4) The product is: [C:11]([O:1][C:2]1[CH:7]=[C:6]([CH3:8])[CH:5]=[CH:4][N:3]=1)(=[O:10])[CH3:12]. Given the reactants [OH:1][C:2]1[CH:7]=[C:6]([CH3:8])[CH:5]=[CH:4][N:3]=1.F[O:10][C:11](=O)[CH3:12], predict the reaction product. (5) Given the reactants Br[C:2]1[C:3]([CH2:8][C:9]2([OH:25])[C:17]3[C:12](=[CH:13][CH:14]=[C:15]([CH3:18])[CH:16]=3)[N:11]([CH2:19][CH2:20][CH:21](C)C)[C:10]2=[O:24])=[N:4][CH:5]=[CH:6][CH:7]=1.CC1C=C2C(=CC=1)N(CCC)[C:31](=[O:39])C2=O.COC1C=CC(C)=NC=1, predict the reaction product. The product is: [OH:25][C:9]1([CH2:8][C:3]2[CH:2]=[CH:7][C:6]([O:39][CH3:31])=[CH:5][N:4]=2)[C:17]2[C:12](=[CH:13][CH:14]=[C:15]([CH3:18])[CH:16]=2)[N:11]([CH2:19][CH2:20][CH3:21])[C:10]1=[O:24]. (6) Given the reactants [NH2:1][C:2]1[C:3]([C:12]2[N:16]([CH3:17])[CH:15]=[N:14][CH:13]=2)=[CH:4][C:5]2[C:10]([CH:11]=1)=[CH:9][CH:8]=[CH:7][CH:6]=2.[C:18](N1C=CN=C1)(N1C=CN=C1)=[O:19], predict the reaction product. The product is: [CH3:17][N:16]1[C:12]2[C:3]3[CH:4]=[C:5]4[CH:6]=[CH:7][CH:8]=[CH:9][C:10]4=[CH:11][C:2]=3[NH:1][C:18](=[O:19])[C:13]=2[N:14]=[CH:15]1. (7) Given the reactants [F:1][C:2]1[CH:31]=[CH:30][C:5]([O:6][C:7]2[CH:8]=[C:9]([CH:27]=[CH:28][CH:29]=2)[CH2:10][NH:11][CH2:12][C:13]2[CH:18]=[CH:17][C:16]([CH2:19][CH2:20][CH2:21][CH2:22][CH2:23][CH2:24][CH2:25][CH3:26])=[CH:15][CH:14]=2)=[CH:4][CH:3]=1.C(N(CC)CC)C.[OH:39][C:40]1[C:45]([Cl:46])=[CH:44][C:43]([Cl:47])=[CH:42][C:41]=1[S:48](Cl)(=[O:50])=[O:49], predict the reaction product. The product is: [Cl:46][C:45]1[C:40]([OH:39])=[C:41]([S:48]([N:11]([CH2:10][C:9]2[CH:27]=[CH:28][CH:29]=[C:7]([O:6][C:5]3[CH:4]=[CH:3][C:2]([F:1])=[CH:31][CH:30]=3)[CH:8]=2)[CH2:12][C:13]2[CH:18]=[CH:17][C:16]([CH2:19][CH2:20][CH2:21][CH2:22][CH2:23][CH2:24][CH2:25][CH3:26])=[CH:15][CH:14]=2)(=[O:50])=[O:49])[CH:42]=[C:43]([Cl:47])[CH:44]=1.